From a dataset of Catalyst prediction with 721,799 reactions and 888 catalyst types from USPTO. Predict which catalyst facilitates the given reaction. (1) Reactant: O(Cl)[Cl:2].[P].[CH2:5]([N:7]1[C:11]2=[N:12][C:13]([C:22]([F:25])([F:24])[F:23])=[C:14]([C:17]([O:19][CH2:20][CH3:21])=[O:18])[C:15](O)=[C:10]2[CH:9]=[N:8]1)[CH3:6]. Product: [Cl:2][C:15]1[C:14]([C:17]([O:19][CH2:20][CH3:21])=[O:18])=[C:13]([C:22]([F:25])([F:24])[F:23])[N:12]=[C:11]2[N:7]([CH2:5][CH3:6])[N:8]=[CH:9][C:10]=12. The catalyst class is: 4. (2) The catalyst class is: 1. Reactant: [CH2:1]([SH:4])[CH2:2][CH3:3].[Li]CCCC.Br[CH2:11][CH2:12][CH2:13][CH2:14][CH2:15][C:16]([O:18][CH2:19][CH3:20])=[O:17]. Product: [CH2:1]([S:4][CH2:11][CH2:12][CH2:13][CH2:14][CH2:15][C:16]([O:18][CH2:19][CH3:20])=[O:17])[CH2:2][CH3:3]. (3) Reactant: [Br:1][C:2]1[N:6]2[N:7]=[C:8]([NH:11][CH2:12][C@@H:13]3[CH2:17][CH2:16][CH2:15][NH:14]3)[CH:9]=[CH:10][C:5]2=[N:4][CH:3]=1.C(N(CC)CC)C.[C:25]([N:29]=[C:30]=[O:31])([CH3:28])([CH3:27])[CH3:26]. Product: [Br:1][C:2]1[N:6]2[N:7]=[C:8]([NH:11][CH2:12][C@@H:13]3[CH2:17][CH2:16][CH2:15][N:14]3[C:30]([NH:29][C:25]([CH3:28])([CH3:27])[CH3:26])=[O:31])[CH:9]=[CH:10][C:5]2=[N:4][CH:3]=1. The catalyst class is: 2. (4) Reactant: [CH3:1][O:2][C:3]1[CH:4]=[C:5]([C:11]2[S:15][C:14]3=[N:16][CH:17]=[CH:18][N:13]3[N:12]=2)[CH:6]=[CH:7][C:8]=1[O:9][CH3:10].C1C(=O)N([I:26])C(=O)C1.S([O-])([O-])(=O)=S.[Na+].[Na+]. Product: [CH3:1][O:2][C:3]1[CH:4]=[C:5]([C:11]2[S:15][C:14]3=[N:16][CH:17]=[C:18]([I:26])[N:13]3[N:12]=2)[CH:6]=[CH:7][C:8]=1[O:9][CH3:10]. The catalyst class is: 3. (5) Reactant: C(N[C@H](C(O)=O)CC1C=CC=CC=1)(=O)C.[NH2:16][C@@H:17]([C:23]1[CH:28]=[CH:27][C:26]([O:29][CH3:30])=[C:25]([O:31][CH3:32])[CH:24]=1)[CH2:18][C:19]([O:21][CH3:22])=[O:20].C(Cl)Cl.[OH-].[Na+]. Product: [NH2:16][C@@H:17]([C:23]1[CH:28]=[CH:27][C:26]([O:29][CH3:30])=[C:25]([O:31][CH3:32])[CH:24]=1)[CH2:18][C:19]([O:21][CH3:22])=[O:20]. The catalyst class is: 6. (6) Reactant: [F:1][CH2:2][C:3]1([CH2:16][F:17])[O:7][B:6]([OH:8])[C:5]2[CH:9]=[CH:10][C:11](/[CH:13]=[N:14]/[OH:15])=[CH:12][C:4]1=2.C1C(=O)N(Cl)C(=O)C1.[Cl:26][C:27]1[CH:32]=[C:31]([C:33]([C:35]([F:38])([F:37])[F:36])=[CH2:34])[CH:30]=[C:29]([Cl:39])[C:28]=1[Cl:40].Cl. Product: [F:17][CH2:16][C:3]1([CH2:2][F:1])[O:7][B:6]([OH:8])[C:5]2[CH:9]=[CH:10][C:11]([C:13]3[CH2:34][C:33]([C:31]4[CH:30]=[C:29]([Cl:39])[C:28]([Cl:40])=[C:27]([Cl:26])[CH:32]=4)([C:35]([F:38])([F:37])[F:36])[O:15][N:14]=3)=[CH:12][C:4]1=2. The catalyst class is: 18. (7) Reactant: O=[C:2]1[CH2:6][CH2:5][C@H:4]([C:7]2[C:15]3[C:10](=[CH:11][CH:12]=[C:13]([C:16]#[N:17])[CH:14]=3)[NH:9][CH:8]=2)[CH2:3]1.[CH3:18][NH:19][CH3:20].C(O[BH-](OC(=O)C)OC(=O)C)(=O)C.[Na+].Cl.C(=O)([O-])[O-].[Na+].[Na+]. Product: [CH3:18][N:19]([CH3:20])[CH:2]1[CH2:6][CH2:5][C@H:4]([C:7]2[C:15]3[C:10](=[CH:11][CH:12]=[C:13]([C:16]#[N:17])[CH:14]=3)[NH:9][CH:8]=2)[CH2:3]1. The catalyst class is: 40. (8) Reactant: Cl.C[O:3][C:4](=[O:14])[C@H:5]([CH2:7][C:8]1[CH:13]=[CH:12][CH:11]=[CH:10][CH:9]=1)[NH2:6].O.[C:16](=[O:19])([O-])[O-:17].[Na+].[Na+].C(OC(OO[C:26]([CH3:29])([CH3:28])[CH3:27])=O)(OO[C:26]([CH3:29])([CH3:28])[CH3:27])=O. Product: [C:26]([O:17][C:16]([NH:6][C@H:5]([C:4]([OH:3])=[O:14])[CH2:7][C:8]1[CH:13]=[CH:12][CH:11]=[CH:10][CH:9]=1)=[O:19])([CH3:29])([CH3:28])[CH3:27]. The catalyst class is: 5.